Dataset: Peptide-MHC class I binding affinity with 185,985 pairs from IEDB/IMGT. Task: Regression. Given a peptide amino acid sequence and an MHC pseudo amino acid sequence, predict their binding affinity value. This is MHC class I binding data. The MHC is HLA-A02:01 with pseudo-sequence HLA-A02:01. The binding affinity (normalized) is 0.427. The peptide sequence is ALWGPDPAAA.